The task is: Predict the reactants needed to synthesize the given product.. This data is from Full USPTO retrosynthesis dataset with 1.9M reactions from patents (1976-2016). (1) The reactants are: F[P-](F)(F)(F)(F)F.Br[P+](N1CCCC1)(N1CCCC1)N1CCCC1.[ClH:25].[F:26][C:27]1[CH:35]=[CH:34][C:30]([C:31]([OH:33])=O)=[CH:29][C:28]=1[O:36][C:37]1[CH:42]=[CH:41][N:40]=[C:39]([NH:43][C:44]2[S:45][CH:46]=[C:47]([CH3:49])[N:48]=2)[CH:38]=1.[NH2:50][CH2:51][CH2:52][N:53]1[CH2:57][CH2:56][CH2:55][CH2:54]1.CN(C=O)C. Given the product [ClH:25].[ClH:25].[F:26][C:27]1[CH:35]=[CH:34][C:30]([C:31]([NH:50][CH2:51][CH2:52][N:53]2[CH2:57][CH2:56][CH2:55][CH2:54]2)=[O:33])=[CH:29][C:28]=1[O:36][C:37]1[CH:42]=[CH:41][N:40]=[C:39]([NH:43][C:44]2[S:45][CH:46]=[C:47]([CH3:49])[N:48]=2)[CH:38]=1, predict the reactants needed to synthesize it. (2) Given the product [CH2:1]([O:3][C:4]([C:6]1([NH:15][C:21](=[O:22])[C:20]2[CH:24]=[CH:25][CH:26]=[C:18]([C:16]#[N:17])[C:19]=2[CH3:27])[CH2:14][C:13]2[C:8](=[CH:9][CH:10]=[CH:11][CH:12]=2)[CH2:7]1)=[O:5])[CH3:2], predict the reactants needed to synthesize it. The reactants are: [CH2:1]([O:3][C:4]([C:6]1([NH2:15])[CH2:14][C:13]2[C:8](=[CH:9][CH:10]=[CH:11][CH:12]=2)[CH2:7]1)=[O:5])[CH3:2].[C:16]([C:18]1[C:19]([CH3:27])=[C:20]([CH:24]=[CH:25][CH:26]=1)[C:21](O)=[O:22])#[N:17].CN(C(ON1N=NC2C=CC=NC1=2)=[N+](C)C)C.F[P-](F)(F)(F)(F)F.CCN(C(C)C)C(C)C. (3) Given the product [N:45]1[CH:50]=[CH:49][CH:48]=[C:47]([O:51][CH2:52][C:53]([N:26]2[CH2:27][CH2:28][C:29]3[C:34](=[CH:33][CH:32]=[C:31]([NH:35][S:36]([C:39]4[CH:44]=[CH:43][CH:42]=[CH:41][N:40]=4)(=[O:38])=[O:37])[CH:30]=3)[CH2:25]2)=[O:54])[CH:46]=1, predict the reactants needed to synthesize it. The reactants are: O=C1N([ClH]P([ClH]N2CCOC2=O)=O)CCO1.C(N(CC)CC)C.Cl.[CH2:25]1[C:34]2[C:29](=[CH:30][C:31]([NH:35][S:36]([C:39]3[CH:44]=[CH:43][CH:42]=[CH:41][N:40]=3)(=[O:38])=[O:37])=[CH:32][CH:33]=2)[CH2:28][CH2:27][NH:26]1.[N:45]1[CH:50]=[CH:49][CH:48]=[C:47]([O:51][CH2:52][C:53](O)=[O:54])[CH:46]=1. (4) The reactants are: Br[C:2]1[CH:3]=[C:4]([NH:10][C:11]2[CH:23]=[C:14]3[CH2:15][N:16]([CH2:19][CH:20]([F:22])[F:21])[CH2:17][CH2:18][N:13]3[N:12]=2)[C:5](=[O:9])[N:6]([CH3:8])[CH:7]=1.[B:24]1([B:24]2[O:28][C:27]([CH3:30])([CH3:29])[C:26]([CH3:32])([CH3:31])[O:25]2)[O:28][C:27]([CH3:30])([CH3:29])[C:26]([CH3:32])([CH3:31])[O:25]1.CC(C1C=C(C(C)C)C(C2C=CC=CC=2P(C2CCCCC2)C2CCCCC2)=C(C(C)C)C=1)C.C([O-])(=O)C.[K+]. Given the product [F:21][CH:20]([F:22])[CH2:19][N:16]1[CH2:17][CH2:18][N:13]2[N:12]=[C:11]([NH:10][C:4]3[C:5](=[O:9])[N:6]([CH3:8])[CH:7]=[C:2]([B:24]4[O:28][C:27]([CH3:30])([CH3:29])[C:26]([CH3:32])([CH3:31])[O:25]4)[CH:3]=3)[CH:23]=[C:14]2[CH2:15]1, predict the reactants needed to synthesize it. (5) Given the product [Cl:19][C:20]1[C:21]([C:2]2[CH:3]=[CH:4][C:5]3[N:9]=[CH:8][N:7]([CH2:10][C:11]4[CH:16]=[CH:15][CH:14]=[C:13]([F:17])[CH:12]=4)[C:6]=3[CH:18]=2)=[CH:22][C:23]([F:26])=[N:24][CH:25]=1, predict the reactants needed to synthesize it. The reactants are: Br[C:2]1[CH:3]=[CH:4][C:5]2[N:9]=[CH:8][N:7]([CH2:10][C:11]3[CH:16]=[CH:15][CH:14]=[C:13]([F:17])[CH:12]=3)[C:6]=2[CH:18]=1.[Cl:19][C:20]1[C:21](B2OC(C)(C)C(C)(C)O2)=[CH:22][C:23]([F:26])=[N:24][CH:25]=1.C(=O)([O-])[O-].[Na+].[Na+]. (6) Given the product [CH2:80]1[C@H:79]([N:81]2[C:82](=[O:88])[N:83]=[C:84]([NH2:87])[CH:85]=[CH:86]2)[O:78][C@H:77]([CH2:89][O:90][P:91]([OH:93])([OH:94])=[O:92])[C@H:76]1[O:75][P:72]([O:71][CH2:70][C@H:55]1[O:56][C@@H:57]([N:60]2[C:61]3[N:62]=[CH:63][N:64]=[C:65]([NH2:69])[C:66]=3[N:67]=[CH:68]2)[C@H:58]([OH:59])[C@@H:54]1[OH:53])([OH:74])=[O:73], predict the reactants needed to synthesize it. The reactants are: C1N(CCO)CCN(CCS(O)(=O)=O)C1.[OH-].[K+].P(OC[C@H]1O[C@@H](N2C3N=CN=C(N)C=3N=C2)[C@H](O)[C@@H]1O)(OP(OP(O)(O)=O)(O)=O)(=O)O.OCC([O:53][C@H:54]1[C@@H:58]([OH:59])[C@H:57]([N:60]2[CH:68]=[N:67][C:66]3[C:61]2=[N:62][CH:63]=[N:64][C:65]=3[NH2:69])[O:56][C@@H:55]1[CH2:70][O:71][P:72]([O:75][C@H:76]1[CH2:80][C@H:79]([N:81]2[CH:86]=[CH:85][C:84]([NH2:87])=[N:83][C:82]2=[O:88])[O:78][C@@H:77]1[CH2:89][O:90][P:91]([OH:94])([OH:93])=[O:92])([OH:74])=[O:73])=O.C1[C@H](N2C(=O)N=C(N)C=C2)O[C@H](COP(O)(O)=O)[C@H]1OP(OC[C@H]1O[C@@H](N2C3N=CN=C(N)C=3N=C2)[C@H](O)[C@@H]1O)(O)=O.N[C@H](C(O)=O)CC1C=CC=C(I)C=1.C([O-])(=O)C.[Na+].II. (7) Given the product [NH2:1][C:4]1[CH:5]=[C:6]([CH:10]=[CH:11][C:12]=1[C:13]([F:14])([F:15])[F:16])[C:7]([OH:9])=[O:8], predict the reactants needed to synthesize it. The reactants are: [N+:1]([C:4]1[CH:5]=[C:6]([CH:10]=[CH:11][C:12]=1[C:13]([F:16])([F:15])[F:14])[C:7]([OH:9])=[O:8])([O-])=O.[H][H].